Task: Predict which catalyst facilitates the given reaction.. Dataset: Catalyst prediction with 721,799 reactions and 888 catalyst types from USPTO (1) Reactant: [O:1]1[C:10]2[C:5](=[CH:6][CH:7]=[CH:8][CH:9]=2)[C:4]([CH2:11][C:12]([OH:22])([C:18]([F:21])([F:20])[F:19])[C:13](OCC)=[O:14])=[CH:3][CH2:2]1.[H-].[Al+3].[Li+].[H-].[H-].[H-].[Cl-].[NH4+]. Product: [O:1]1[C:10]2[C:5](=[CH:6][CH:7]=[CH:8][CH:9]=2)[C:4]([CH2:11][C:12]([OH:22])([C:18]([F:20])([F:21])[F:19])[CH:13]=[O:14])=[CH:3][CH2:2]1. The catalyst class is: 27. (2) Reactant: Cl.[N:2]1[C:11]2[C:6](=[CH:7][CH:8]=[CH:9][CH:10]=2)[C:5]([C:12](Cl)=[O:13])=[CH:4][CH:3]=1.CCN(C(C)C)C(C)C.CC1C=CC(S(O)(=O)=O)=CC=1.[NH2:35][C@H:36]([CH3:46])[C:37]([N:39]1[CH2:43][CH2:42][CH2:41][C@H:40]1[C:44]#[N:45])=[O:38]. Product: [C:44]([C@@H:40]1[CH2:41][CH2:42][CH2:43][N:39]1[C:37](=[O:38])[C@H:36]([NH:35][C:12]([C:5]1[C:6]2[C:11](=[CH:10][CH:9]=[CH:8][CH:7]=2)[N:2]=[CH:3][CH:4]=1)=[O:13])[CH3:46])#[N:45]. The catalyst class is: 2.